From a dataset of Catalyst prediction with 721,799 reactions and 888 catalyst types from USPTO. Predict which catalyst facilitates the given reaction. (1) Product: [C:20]([CH2:19][CH2:18][CH2:17][CH2:16][CH2:15][O:1][C:2]1[CH:3]=[CH:4][C:5]([CH2:8][CH2:9][CH2:10][O:11][CH2:15][CH2:16][CH2:17][CH2:18][CH2:19][C:20]#[N:21])=[CH:6][CH:7]=1)#[N:21]. The catalyst class is: 3. Reactant: [OH:1][C:2]1[CH:7]=[CH:6][C:5]([CH2:8][CH2:9][CH2:10][OH:11])=[CH:4][CH:3]=1.[H-].[Na+].Br[CH2:15][CH2:16][CH2:17][CH2:18][CH2:19][C:20]#[N:21]. (2) Reactant: [Si]([O:18][CH2:19][CH2:20][CH2:21][CH:22]([CH3:42])[CH:23]([C:34]1[CH:39]=[C:38]([F:40])[CH:37]=[CH:36][C:35]=1[F:41])[S:24]([C:27]1[CH:32]=[CH:31][C:30]([Cl:33])=[CH:29][CH:28]=1)(=[O:26])=[O:25])(C(C)(C)C)(C1C=CC=CC=1)C1C=CC=CC=1.N1C=CC=CC=1.F.C(=O)(O)[O-].[Na+].CCCCCC. Product: [Cl:33][C:30]1[CH:29]=[CH:28][C:27]([S:24]([CH:23]([C:34]2[CH:39]=[C:38]([F:40])[CH:37]=[CH:36][C:35]=2[F:41])[CH:22]([CH3:42])[CH2:21][CH2:20][CH2:19][OH:18])(=[O:26])=[O:25])=[CH:32][CH:31]=1. The catalyst class is: 2. (3) Reactant: Br[CH2:2][CH:3]1[CH:5]([C:6]2[CH:11]=[CH:10][CH:9]=[C:8]([N+:12]([O-:14])=[O:13])[CH:7]=2)[CH:4]1[C:15]([O:17]CC)=O.C(=O)([O-])O.[Na+].[C:25]1([CH2:31][CH2:32][CH2:33][NH2:34])[CH:30]=[CH:29][CH:28]=[CH:27][CH:26]=1.O. Product: [N+:12]([C:8]1[CH:7]=[C:6]([CH:5]2[CH:4]3[CH:3]2[CH2:2][N:34]([CH2:33][CH2:32][CH2:31][C:25]2[CH:30]=[CH:29][CH:28]=[CH:27][CH:26]=2)[C:15]3=[O:17])[CH:11]=[CH:10][CH:9]=1)([O-:14])=[O:13]. The catalyst class is: 9. (4) Reactant: [Cl:1][C:2]1[CH:3]=[CH:4][C:5]2[N:11]3[C:12]([C:15]([Cl:18])([F:17])[F:16])=[N:13][N:14]=[C:10]3[C@H:9]([CH2:19][C:20]([NH:22][C@@H:23]([CH2:31][CH:32]([CH3:34])[CH3:33])[C:24]([O:26]C(C)(C)C)=[O:25])=[O:21])[O:8][C@@H:7]([C:35]3[CH:40]=[CH:39][CH:38]=[C:37]([O:41][CH3:42])[C:36]=3[O:43][CH3:44])[C:6]=2[CH:45]=1.FC(F)(F)C(O)=O. Product: [Cl:1][C:2]1[CH:3]=[CH:4][C:5]2[N:11]3[C:12]([C:15]([Cl:18])([F:17])[F:16])=[N:13][N:14]=[C:10]3[C@H:9]([CH2:19][C:20]([NH:22][C@@H:23]([CH2:31][CH:32]([CH3:34])[CH3:33])[C:24]([OH:26])=[O:25])=[O:21])[O:8][C@@H:7]([C:35]3[CH:40]=[CH:39][CH:38]=[C:37]([O:41][CH3:42])[C:36]=3[O:43][CH3:44])[C:6]=2[CH:45]=1. The catalyst class is: 2.